Dataset: NCI-60 drug combinations with 297,098 pairs across 59 cell lines. Task: Regression. Given two drug SMILES strings and cell line genomic features, predict the synergy score measuring deviation from expected non-interaction effect. Drug 1: CN1C2=C(C=C(C=C2)N(CCCl)CCCl)N=C1CCCC(=O)O.Cl. Drug 2: CC1CCC2CC(C(=CC=CC=CC(CC(C(=O)C(C(C(=CC(C(=O)CC(OC(=O)C3CCCCN3C(=O)C(=O)C1(O2)O)C(C)CC4CCC(C(C4)OC)O)C)C)O)OC)C)C)C)OC. Cell line: HCC-2998. Synergy scores: CSS=0.438, Synergy_ZIP=0.695, Synergy_Bliss=2.52, Synergy_Loewe=-0.324, Synergy_HSA=-1.16.